From a dataset of Choline transporter screen with 302,306 compounds. Binary Classification. Given a drug SMILES string, predict its activity (active/inactive) in a high-throughput screening assay against a specified biological target. The compound is O=C/1N(c2ccc(cc2)C)C(=O)NC(=O)C1=C(\NCc1cccnc1)CC. The result is 0 (inactive).